From a dataset of Forward reaction prediction with 1.9M reactions from USPTO patents (1976-2016). Predict the product of the given reaction. (1) Given the reactants [N+:1]([C:4]1[CH:10]=[CH:9][C:8]([C:11]([F:14])([F:13])[F:12])=[CH:7][C:5]=1[NH2:6])([O-:3])=[O:2].Br[CH2:16][CH:17]1[CH2:32][CH2:31][CH2:30][C:19]2([O:23][C:22](=[O:24])[N:21]([CH2:25][C:26]([CH3:29])([CH3:28])[CH3:27])[CH2:20]2)[CH2:18]1.C(=O)([O-])[O-].[Cs+].[Cs+].[Cl-].[NH4+], predict the reaction product. The product is: [CH2:25]([N:21]1[CH2:20][C:19]2([CH2:30][CH2:31][CH2:32][CH:17]([CH2:16][NH:6][C:5]3[CH:7]=[C:8]([C:11]([F:12])([F:13])[F:14])[CH:9]=[CH:10][C:4]=3[N+:1]([O-:3])=[O:2])[CH2:18]2)[O:23][C:22]1=[O:24])[C:26]([CH3:29])([CH3:28])[CH3:27]. (2) The product is: [Cl:37][C:33]1[CH:32]=[C:31]([C:29]2[O:28][N:27]=[C:26]([CH:24]([N:14]([CH3:15])[C:11]3[N:10]([CH3:16])[C:9]([C:4]4[CH:5]=[C:6]([F:8])[CH:7]=[C:2]([F:1])[CH:3]=4)=[N:13][N:12]=3)[CH3:25])[N:30]=2)[CH:36]=[CH:35][CH:34]=1. Given the reactants [F:1][C:2]1[CH:3]=[C:4]([C:9]2[N:10]([CH3:16])[C:11]([NH:14][CH3:15])=[N:12][N:13]=2)[CH:5]=[C:6]([F:8])[CH:7]=1.[H-].[Na+].CS(O[CH:24]([C:26]1[N:30]=[C:29]([C:31]2[CH:36]=[CH:35][CH:34]=[C:33]([Cl:37])[CH:32]=2)[O:28][N:27]=1)[CH3:25])(=O)=O, predict the reaction product. (3) Given the reactants [CH3:1][C:2]1[CH:10]=[N:9][CH:8]=[CH:7][C:3]=1[C:4]([OH:6])=O.C(Cl)(=O)C(Cl)=O.CCN(CC)CC.[C:24]([NH2:28])([CH3:27])([CH3:26])[CH3:25], predict the reaction product. The product is: [C:24]([NH:28][C:4](=[O:6])[C:3]1[CH:7]=[CH:8][N:9]=[CH:10][C:2]=1[CH3:1])([CH3:27])([CH3:26])[CH3:25]. (4) Given the reactants Br[C:2]1[CH:3]=[C:4]2[C:9](=[CH:10][CH:11]=1)[C:8](=[O:12])[NH:7][N:6]=[C:5]2[Cl:13].[O:14]1[CH2:19][CH2:18][N:17]([C:20]2[CH:27]=[CH:26][CH:25]=[CH:24][C:21]=2[CH2:22][NH2:23])[CH2:16][CH2:15]1.C1C=CC(P(C2C(C3C(P(C4C=CC=CC=4)C4C=CC=CC=4)=CC=C4C=3C=CC=C4)=C3C(C=CC=C3)=CC=2)C2C=CC=CC=2)=CC=1.CC([O-])(C)C.[Na+], predict the reaction product. The product is: [Cl:13][C:5]1[CH:4]2[CH:9]([CH:10]=[CH:11][C:2]([NH:23][CH2:22][C:21]3[CH:24]=[CH:25][CH:26]=[CH:27][C:20]=3[N:17]3[CH2:18][CH2:19][O:14][CH2:15][CH2:16]3)=[CH:3]2)[C:8](=[O:12])[NH:7][N:6]=1. (5) Given the reactants BrC[C:3]1[CH:12]=[CH:11][C:10]([CH3:13])=[CH:9][C:4]=1[C:5]([O:7][CH3:8])=[O:6].C(=O)([O-])[O-].[Ca+2], predict the reaction product. The product is: [CH3:13][C:10]1[CH:9]=[C:4]2[C:3]([CH2:8][O:7][C:5]2=[O:6])=[CH:12][CH:11]=1. (6) Given the reactants [C:1]([C:5]1[N:6]=[C:7]([N:21]2[CH2:25][CH2:24][C@@H:23]([OH:26])[CH2:22]2)[C:8]2[N:13]=[N:12][N:11]([CH2:14][C:15]3[N:19]([CH3:20])[N:18]=[N:17][N:16]=3)[C:9]=2[N:10]=1)([CH3:4])([CH3:3])[CH3:2].C(N1C2N=C(C(C)(C)C)N=C(N3CCC(O)C3)C=2N=N1)C1C=CC=CC=1.ClCC1N(C)N=NN=1, predict the reaction product. The product is: [C:1]([C:5]1[N:6]=[C:7]([N:21]2[CH2:25][CH2:24][CH:23]([OH:26])[CH2:22]2)[C:8]2[N:13]=[N:12][N:11]([CH2:14][C:15]3[N:19]([CH3:20])[N:18]=[N:17][N:16]=3)[C:9]=2[N:10]=1)([CH3:4])([CH3:2])[CH3:3].